This data is from Experimentally validated miRNA-target interactions with 360,000+ pairs, plus equal number of negative samples. The task is: Binary Classification. Given a miRNA mature sequence and a target amino acid sequence, predict their likelihood of interaction. (1) The miRNA is hsa-miR-578 with sequence CUUCUUGUGCUCUAGGAUUGU. The protein sequence of the target gene is MEPAVSLAVCALLFLLWVRVKGLEFVLIHQRWVFVCLFLLPLSLIFDIYYYVRAWVVFKLSSAPRLHEQRVRDIQKQVREWKEQGSKTFMCTGRPGWLTVSLRVGKYKKTHKNIMINLMDILEVDTKKQIVRVEPLVSMGQVTALLNSIGWTLPVLPELDDLTVGGLIMGTGIESSSHKYGLFQHICTAYELILADGSFVRCTPSENSDLFYAVPWSCGTLGFLVAAEIRIIPAKKYVKLRFEPVRGLEAICEKFTRESQRLENHFVEGLLYSLDEAVIMTGVMTDDVEPSKLNSIGSYY.... Result: 0 (no interaction). (2) The miRNA is mmu-miR-3061-3p with sequence CUACCUUUGAUAGUCCACUGCC. The protein sequence of the target gene is MTTQLPAYVAILLFYVSRASCQDTFTAAVYEHAAILPNATLTPVSREEALALMNRNLDILEGAITSAADQGAHIIVTPEDAIYGWNFNRDSLYPYLEDIPDPEVNWIPCNNRNRFGQTPVQERLSCLAKNNSIYVVANIGDKKPCDTSDPQCPPDGRYQYNTDVVFDSQGKLVARYHKQNLFMGENQFNVPKEPEIVTFNTTFGSFGIFTCFDILFHDPAVTLVKDFHVDTIVFPTAWMNVLPHLSAVEFHSAWAMGMRVNFLASNIHYPSKKMTGSGIYAPNSSRAFHYDMKTEEGKLL.... Result: 0 (no interaction). (3) The miRNA is mmu-miR-362-5p with sequence AAUCCUUGGAACCUAGGUGUGAAU. The protein sequence of the target gene is MAGCIPEEKTYRRFLELFLGEFRGPCGGGEPEPEPESEPEPEPEAELVAAEAAEASGEEPGEDAATVEATEEGEQDQDPEPEDEAVEEETATEGEEEEEEEAAAPGHSAVPPPPQPQLPPLPPLPRPLSERITREEVEGESLDLCLQQLYKYNCPSFLAAALARATSDEVLQSDLSAHCIPKETDGTEGTVEIETVKLARSVFSKLHEICCSWVKDFPLRRRPQIYYETSIHAIKNMRRKMEDKHVCIPDFNMLFNLEDQEEQAYFAVFDGHGGVDAAIYASVHLHVNLVRQEMFPHDPA.... Result: 1 (interaction). (4) The miRNA is hsa-miR-6509-5p with sequence AUUAGGUAGUGGCAGUGGAAC. The protein sequence of the target gene is MEYEVKKGKKGFVSPIRRLVFPKAGRRAACRSSVSRRPLHSMPLYPPDYLIDPQILLCDYLEKEVKFLGHLTWVTSSLNPSSRDELLQLLDTARQLKELPLKTTAEQDSILSLSARCLLLTWRDNEELILRIPTHEIAAASYLQDDALHLLVLKTGLGVDPVPAGVDASPGGAGRDPGPPGGAPEKRRVGTAERRHTICSLDWRMGWGGGAAEARAGGGGGGSLERQRAGARASGSWERRQTFSGSWERRHGGGGGGGGAGKPGGSWERRQAGSGGGGSWERRHPGPNPLDPQDPSPDAY.... Result: 0 (no interaction). (5) The miRNA is hsa-miR-4793-3p with sequence UCUGCACUGUGAGUUGGCUGGCU. The protein sequence of the target gene is MPENVAPRSGATAGAAGGRGKGAYQDRDKPAQIRFSNISAAKAVADAIRTSLGPKGMDKMIQDGKGDVTITNDGATILKQMQVLHPAARMLVELSKAQDIEAGDGTTSVVIIAGSLLDSCTKLLQKGIHPTIISESFQKALEKGIEILTDMSRPVELSDRETLLNSATTSLNSKVVSQYSSLLSPMSVNAVMKVIDPATATSVDLRDIKIVKKLGGTIDDCELVEGLVLTQKVSNSGITRVEKAKIGLIQFCLSAPKTDMDNQIVVSDYAQMDRVLREERAYILNLVKQIKKTGCNVLLI.... Result: 1 (interaction). (6) The miRNA is hsa-miR-4701-3p with sequence AUGGGUGAUGGGUGUGGUGU. The protein sequence of the target gene is MEGDFSVCRNCKRHVVSANFTLHEAYCLRFLVLCPECEEPVPKETMEEHCKLEHQQVGCTMCQQSMQKSSLEFHKANECQERPVECKFCKLDMQLSKLELHESYCGSRTELCQGCGQFIMHRMLAQHRDVCRSEQAQLGKGERISAPEREIYCHYCNQMIPENKYFHHMGKCCPDSEFKKHFPVGNPEILPSSLPSQAAENQTSTMEKDVRPKTRSINRFPLHSESSSKKAPRSKNKTLDPLLMSEPKPRTSSPRGDKAAYDILRRCSQCGILLPLPILNQHQEKCRWLASSKGKQVRNF.... Result: 0 (no interaction). (7) The miRNA is mmu-miR-499-5p with sequence UUAAGACUUGCAGUGAUGUUU. The protein sequence of the target gene is MEEGSSGGSGSSDSNAGGSGGVQQRELERMAEVLVTGEQLRLRLHEEKVIKDRRHHLKTYPNCFVAKELIDWLIEHKEASDRETAIKLMQKLADRGIIHHVCDEHKEFKDVKLFYRFRKDDGTFALDSEVKAFMRGQRLYEKLMSPETTLLQPREEEGVKYERTFMASEFLDWLVQEGEATTRKEAEQLCHRLMDHGIIQHVSNKHPFVDSNLLYQFRMNFRRRRRLMELLNETSPSSQETHDSPFCLRKQSHDSRKSTSFMSVSPSKEIKIVSAVRRSSMSSCGSSGYFSSSPTLSSSP.... Result: 0 (no interaction).